This data is from Forward reaction prediction with 1.9M reactions from USPTO patents (1976-2016). The task is: Predict the product of the given reaction. (1) Given the reactants [C:1](OC(=O)C)(=[O:3])[CH3:2].[C:8]([C:10]([OH:37])([C:31]1[CH:36]=[CH:35][CH:34]=[CH:33][CH:32]=1)[C:11]1[CH:16]=[CH:15][C:14]([NH:17][C:18]([CH:20]2[O:24][N:23]=[C:22]([C:25]3[CH:26]=[N:27][CH:28]=[CH:29][CH:30]=3)[CH2:21]2)=[O:19])=[CH:13][CH:12]=1)#[N:9], predict the reaction product. The product is: [C:8]([C:10]([O:37][C:1](=[O:3])[CH3:2])([C:11]1[CH:12]=[CH:13][C:14]([NH:17][C:18]([CH:20]2[O:24][N:23]=[C:22]([C:25]3[CH:26]=[N:27][CH:28]=[CH:29][CH:30]=3)[CH2:21]2)=[O:19])=[CH:15][CH:16]=1)[C:31]1[CH:32]=[CH:33][CH:34]=[CH:35][CH:36]=1)#[N:9]. (2) Given the reactants [F:1][C:2]([F:19])([F:18])[C:3]1[N:8]=[C:7]([N:9]2[CH2:13][C@@H:12]3[C@@H:14]([NH2:17])[CH2:15][CH2:16][C@@H:11]3[CH2:10]2)[CH:6]=[CH:5][CH:4]=1.C(O[C:25]([N:27](C)[C@@H:28]([CH2:32][C:33]([CH3:36])([CH3:35])[CH3:34])[C:29](O)=[O:30])=O)(C)(C)C.O.ON1C2C=CC=CC=2N=N1.C(N=C=NCCCN(C)C)C.Cl.O1CCOCC1, predict the reaction product. The product is: [CH3:25][NH:27][C@H:28]([C:29]([NH:17][C@@H:14]1[C@@H:12]2[C@@H:11]([CH2:10][N:9]([C:7]3[CH:6]=[CH:5][CH:4]=[C:3]([C:2]([F:1])([F:18])[F:19])[N:8]=3)[CH2:13]2)[CH2:16][CH2:15]1)=[O:30])[CH2:32][C:33]([CH3:36])([CH3:35])[CH3:34]. (3) Given the reactants [CH:1]1([C:7]2[C:15]3[C:10](=[CH:11][C:12]([C:16]([OH:18])=[O:17])=[CH:13][CH:14]=3)[NH:9][CH:8]=2)[CH2:6][CH2:5][CH2:4][CH2:3][CH2:2]1.[C:19](=O)([O-])[O-].[K+].[K+].IC.Cl, predict the reaction product. The product is: [CH:1]1([C:7]2[C:15]3[C:10](=[CH:11][C:12]([C:16]([O:18][CH3:19])=[O:17])=[CH:13][CH:14]=3)[NH:9][CH:8]=2)[CH2:2][CH2:3][CH2:4][CH2:5][CH2:6]1. (4) The product is: [F:1][C:2]1[N:7]=[C:6]([CH:8]=[O:9])[C:5]([O:12][CH3:13])=[N:4][CH:3]=1. Given the reactants [F:1][C:2]1[N:7]=[C:6]([C:8](OC)=[O:9])[C:5]([O:12][CH3:13])=[N:4][CH:3]=1.[H-].C([Al+]CC(C)C)C(C)C.Cl.O, predict the reaction product. (5) Given the reactants [CH3:1][C@@H:2]1[CH2:7][CH2:6][CH2:5][NH:4][C@@H:3]1[CH2:8][N:9]1[C:17](=[O:18])[C:16]2[C:11](=[CH:12][CH:13]=[CH:14][CH:15]=2)[C:10]1=[O:19].[Cl:20][C:21]1[CH:22]=[CH:23][C:24]([I:30])=[C:25]([CH:29]=1)[C:26](O)=[O:27].C(N(C(C)C)CC)(C)C.CN(C(ON1N=NC2C=CC=NC1=2)=[N+](C)C)C.F[P-](F)(F)(F)(F)F, predict the reaction product. The product is: [Cl:20][C:21]1[CH:22]=[CH:23][C:24]([I:30])=[C:25]([CH:29]=1)[C:26]([N:4]1[CH2:5][CH2:6][CH2:7][C@@H:2]([CH3:1])[C@H:3]1[CH2:8][N:9]1[C:17](=[O:18])[C:16]2[C:11](=[CH:12][CH:13]=[CH:14][CH:15]=2)[C:10]1=[O:19])=[O:27]. (6) Given the reactants [CH:1]1[CH:6]=[C:5]2[C:7]([C:9](O)([OH:12])[C:10](=[O:11])[C:4]2=[CH:3][CH:2]=1)=[O:8].[CH3:14][C:15]1[CH:16]=[C:17]([OH:23])[CH:18]=[C:19]([CH3:22])[C:20]=1[CH3:21], predict the reaction product. The product is: [OH:11][C:10]12[C:4]3[C:5](=[CH:6][CH:1]=[CH:2][CH:3]=3)[C:7](=[O:8])[C:9]1([OH:12])[C:16]1[C:15]([CH3:14])=[C:20]([CH3:21])[C:19]([CH3:22])=[CH:18][C:17]=1[O:23]2.